The task is: Predict the reactants needed to synthesize the given product.. This data is from Full USPTO retrosynthesis dataset with 1.9M reactions from patents (1976-2016). (1) Given the product [Cl:15][C:16]1[N:21]=[C:20]2[CH:22]=[CH:23][N:24]([CH2:13][C@H:10]3[CH2:11][CH2:12][N:8]([C:1]([O:3][C:4]([CH3:7])([CH3:6])[CH3:5])=[O:2])[CH2:9]3)[C:19]2=[CH:18][C:17]=1[C:25]1[CH:32]=[CH:31][C:28]([C:29]#[N:30])=[CH:27][CH:26]=1, predict the reactants needed to synthesize it. The reactants are: [C:1]([N:8]1[CH2:12][CH2:11][C@H:10]([CH2:13]Br)[CH2:9]1)([O:3][C:4]([CH3:7])([CH3:6])[CH3:5])=[O:2].[Cl:15][C:16]1[N:21]=[C:20]2[CH:22]=[CH:23][NH:24][C:19]2=[CH:18][C:17]=1[C:25]1[CH:32]=[CH:31][C:28]([C:29]#[N:30])=[CH:27][CH:26]=1. (2) Given the product [CH:13]([N:16]1[C:4](=[O:3])[NH:5][C:6]([CH3:7])=[N:17]1)([CH3:15])[CH3:14], predict the reactants needed to synthesize it. The reactants are: C([O:3][C:4](=O)/[N:5]=[C:6](\OCC)/[CH3:7])C.Cl.[CH:13]([NH:16][NH2:17])([CH3:15])[CH3:14].C(N(CC)CC)C.